This data is from Full USPTO retrosynthesis dataset with 1.9M reactions from patents (1976-2016). The task is: Predict the reactants needed to synthesize the given product. (1) The reactants are: Br[C:2]1[CH:29]=[C:28]([Cl:30])[CH:27]=[CH:26][C:3]=1[CH2:4][NH:5][C@H:6]1[C@H:10]([C:11]2[CH:16]=[CH:15][CH:14]=[CH:13][N:12]=2)[CH2:9][N:8]([S:17]([C:20]2[N:21]=[CH:22][N:23]([CH3:25])[CH:24]=2)(=[O:19])=[O:18])[CH2:7]1.C(N(CC)CC)C.[C]=O.[CH3:40][OH:41]. Given the product [Cl:30][C:28]1[CH:29]=[C:2]2[C:3]([CH2:4][N:5]([C@H:6]3[C@H:10]([C:11]4[CH:16]=[CH:15][CH:14]=[CH:13][N:12]=4)[CH2:9][N:8]([S:17]([C:20]4[N:21]=[CH:22][N:23]([CH3:25])[CH:24]=4)(=[O:19])=[O:18])[CH2:7]3)[C:40]2=[O:41])=[CH:26][CH:27]=1, predict the reactants needed to synthesize it. (2) Given the product [CH2:12]([NH:14][C:2]1[N:10]=[C:9]([Cl:11])[CH:8]=[CH:7][C:3]=1[C:4]([OH:6])=[O:5])[CH3:13], predict the reactants needed to synthesize it. The reactants are: Cl[C:2]1[N:10]=[C:9]([Cl:11])[CH:8]=[CH:7][C:3]=1[C:4]([OH:6])=[O:5].[CH2:12]([NH2:14])[CH3:13].